This data is from hERG potassium channel inhibition data for cardiac toxicity prediction from Karim et al.. The task is: Regression/Classification. Given a drug SMILES string, predict its toxicity properties. Task type varies by dataset: regression for continuous values (e.g., LD50, hERG inhibition percentage) or binary classification for toxic/non-toxic outcomes (e.g., AMES mutagenicity, cardiotoxicity, hepatotoxicity). Dataset: herg_karim. (1) The molecule is CCCc1cn(-c2ccc(F)cc2)c2ccc(Cl)cc12. The result is 0 (non-blocker). (2) The drug is Oc1ccc(-c2ccc(-c3cc(Nc4cccc(CNC5CC5)c4)[nH]n3)cc2)c(O)c1. The result is 0 (non-blocker). (3) The molecule is COCCC1C[C@H]2CN3CCc4c([nH]c5ccccc45)C(C(=O)OC)(C2)C13. The result is 0 (non-blocker). (4) The drug is O=C(CNc1ccnc2ccc(C(F)(F)F)cc12)NC1CN([C@H]2CC[C@@](O)(c3cncs3)CC2)C1. The result is 0 (non-blocker). (5) The compound is Cc1ccncc1-c1cc2c(N[C@@H]3CC[C@](C)(N)C3(C)C)c(C(N)=O)cnn2c1. The result is 0 (non-blocker). (6) The compound is CCC[C@H](NC(=O)C(C#N)=Cc1cccc(Br)n1)c1ccccc1. The result is 0 (non-blocker). (7) The molecule is NS(=O)(=O)OC[C@@H]1C[C@@H](n2ccc3c(N[C@H]4CCc5ccccc54)ncnc32)C[C@@H]1O. The result is 0 (non-blocker). (8) The molecule is COc1ccc2ncc(=O)n(CCN3CC[C@@H](NCc4cc5c(cn4)OCCO5)[C@H](O)C3)c2c1. The result is 0 (non-blocker). (9) The molecule is Cn1c(SCCCN2CC3CCN(c4ccccc4C(F)(F)F)C3C2)nnc1-c1ccccn1. The result is 1 (blocker).